Predict the reactants needed to synthesize the given product. From a dataset of Full USPTO retrosynthesis dataset with 1.9M reactions from patents (1976-2016). (1) Given the product [Cl:10][C:4]1[CH:3]=[C:2]([C:19]2[CH:18]=[CH:17][CH:16]=[C:15]([O:14][CH2:11][CH2:12][CH3:13])[CH:20]=2)[CH:8]=[C:7]([F:9])[C:5]=1[NH2:6], predict the reactants needed to synthesize it. The reactants are: Br[C:2]1[CH:8]=[C:7]([F:9])[C:5]([NH2:6])=[C:4]([Cl:10])[CH:3]=1.[CH2:11]([O:14][C:15]1[CH:16]=[C:17](B(O)O)[CH:18]=[CH:19][CH:20]=1)[CH2:12][CH3:13]. (2) Given the product [Br:1][C:2]1[N:3]=[C:4](/[CH:8]=[CH:21]/[C:19]2[N:20]=[C:13]3[N:12]=[C:11]([CH3:10])[CH:16]=[C:15]([CH3:17])[N:14]3[N:18]=2)[N:5]([CH3:7])[CH:6]=1, predict the reactants needed to synthesize it. The reactants are: [Br:1][C:2]1[N:3]=[C:4]([CH:8]=O)[N:5]([CH3:7])[CH:6]=1.[CH3:10][C:11]1[CH:16]=[C:15]([CH3:17])[N:14]2[N:18]=[C:19]([CH2:21][P+](C3C=CC=CC=3)(C3C=CC=CC=3)C3C=CC=CC=3)[N:20]=[C:13]2[N:12]=1. (3) The reactants are: [CH:1]([C:4]1[C:8]([CH2:9]O)=[CH:7][N:6]([C:11]2[CH:16]=[CH:15][C:14]([C:17]([F:20])([F:19])[F:18])=[CH:13][N:12]=2)[N:5]=1)([CH3:3])[CH3:2].CC(C)(O)[C:23]#[N:24].C(P(CCCC)CCCC)CCC.N(C(N1CCCCC1)=O)=NC(N1CCCCC1)=O. Given the product [CH:1]([C:4]1[C:8]([CH2:9][C:23]#[N:24])=[CH:7][N:6]([C:11]2[CH:16]=[CH:15][C:14]([C:17]([F:20])([F:19])[F:18])=[CH:13][N:12]=2)[N:5]=1)([CH3:3])[CH3:2], predict the reactants needed to synthesize it. (4) Given the product [ClH:48].[CH3:1][C:2]1[CH:3]=[C:4]([CH:18]=[C:19]([CH3:21])[CH:20]=1)[O:5][C:6]1[CH:14]=[C:13]([N+:15]([O-:17])=[O:16])[CH:12]=[CH:11][C:7]=1[NH2:38], predict the reactants needed to synthesize it. The reactants are: [CH3:1][C:2]1[CH:3]=[C:4]([CH:18]=[C:19]([CH3:21])[CH:20]=1)[O:5][C:6]1[CH:14]=[C:13]([N+:15]([O-:17])=[O:16])[CH:12]=[CH:11][C:7]=1C(O)=O.P([N:38]=[N+]=[N-])(=O)(OC1C=CC=CC=1)OC1C=CC=CC=1.C(N(CC)CC)C.[ClH:48]. (5) Given the product [O:27]1[CH2:28][CH2:29][CH:24]([NH:23][C:3]([C:5]2[S:9][C:8](/[CH:10]=[CH:11]/[C:12]3[C:13]([CH2:18][CH2:19][CH2:20][CH3:21])=[N:14][O:15][C:16]=3[CH3:17])=[N:7][C:6]=2[CH3:22])=[O:4])[CH2:25][CH2:26]1, predict the reactants needed to synthesize it. The reactants are: CO[C:3]([C:5]1[S:9][C:8](/[CH:10]=[CH:11]/[C:12]2[C:13]([CH2:18][CH2:19][CH2:20][CH3:21])=[N:14][O:15][C:16]=2[CH3:17])=[N:7][C:6]=1[CH3:22])=[O:4].[NH2:23][CH:24]1[CH2:29][CH2:28][O:27][CH2:26][CH2:25]1. (6) Given the product [Cl:1][C:2]1[N:6]([CH3:7])[N:5]=[CH:4][C:3]=1[CH:8]=[O:9], predict the reactants needed to synthesize it. The reactants are: [Cl:1][C:2]1[N:6]([CH3:7])[N:5]=[CH:4][C:3]=1[C:8](N(OC)C)=[O:9].[H-].C([Al+]CC(C)C)C(C)C.S([O-])([O-])(=O)=O.[Mg+2]. (7) The reactants are: Cl[C:2]1[C:7]([CH2:8][CH2:9]Cl)=[C:6]([C:11]2[CH:16]=[CH:15][CH:14]=[C:13]([O:17][CH3:18])[CH:12]=2)[N:5]=[C:4]([N:19]2[CH2:24][CH2:23][O:22][CH2:21][CH2:20]2)[N:3]=1.[CH3:25][NH2:26]. Given the product [CH3:18][O:17][C:13]1[CH:12]=[C:11]([C:6]2[C:7]3[CH2:8][CH2:9][N:26]([CH3:25])[C:2]=3[N:3]=[C:4]([N:19]3[CH2:24][CH2:23][O:22][CH2:21][CH2:20]3)[N:5]=2)[CH:16]=[CH:15][CH:14]=1, predict the reactants needed to synthesize it. (8) Given the product [OH:11][C:10]1[C:22]2[C:17](=[C:18]([C:23]([F:24])([F:26])[F:25])[CH:19]=[CH:20][CH:21]=2)[N:16]=[CH:15][C:9]=1[C:1]([C:2]1[CH:7]=[CH:6][CH:5]=[CH:4][CH:3]=1)=[O:8], predict the reactants needed to synthesize it. The reactants are: [C:1]([C:9](=[CH:15][NH:16][C:17]1[CH:22]=[CH:21][CH:20]=[CH:19][C:18]=1[C:23]([F:26])([F:25])[F:24])[C:10](OCC)=[O:11])(=[O:8])[C:2]1[CH:7]=[CH:6][CH:5]=[CH:4][CH:3]=1.CCCCCC. (9) Given the product [Cl:36][C:37]1[CH:38]=[CH:39][C:40]([S:43][C:44]2[C:52]3[C:51]([S:53]([CH3:56])(=[O:55])=[O:54])=[CH:50][C:49]([F:57])=[C:48]([F:18])[C:47]=3[N:46]3[CH2:62][CH2:63][CH:64]([CH2:65][C:66]([O:68][CH3:69])=[O:67])[C:45]=23)=[CH:41][CH:42]=1, predict the reactants needed to synthesize it. The reactants are: ClC1C=CC(SC2C3C(SC4C=CC(Cl)=CC=4)=C4C(CC(OC)=O)CCN4C=3C(F)=C([F:18])C=2)=CC=1.[Cl:36][C:37]1[CH:42]=[CH:41][C:40]([S:43][C:44]2[C:52]3[C:51]([S:53]([CH3:56])(=[O:55])=[O:54])=[CH:50][C:49]([F:57])=[C:48](S(C)(=O)=O)[C:47]=3[N:46]3[CH2:62][CH2:63][CH:64]([CH2:65][C:66]([O:68][CH3:69])=[O:67])[C:45]=23)=[CH:39][CH:38]=1.